From a dataset of Forward reaction prediction with 1.9M reactions from USPTO patents (1976-2016). Predict the product of the given reaction. Given the reactants [N:1]1[C:10]2[CH:9]=[C:8]3[CH2:11][CH2:12][N:13](C(OC(C)(C)C)=O)[CH2:14][CH2:15][C:7]3=[CH:6][C:5]=2[N:4]=[CH:3][CH:2]=1.Cl.[OH-].[Na+].O, predict the reaction product. The product is: [N:1]1[C:10]2[CH:9]=[C:8]3[CH2:11][CH2:12][NH:13][CH2:14][CH2:15][C:7]3=[CH:6][C:5]=2[N:4]=[CH:3][CH:2]=1.